From a dataset of Forward reaction prediction with 1.9M reactions from USPTO patents (1976-2016). Predict the product of the given reaction. (1) Given the reactants [C:1]([C:3]1[CH:4]=[C:5]2[C:10](=[C:11]([OH:13])[CH:12]=1)[O:9][C:8]([CH3:15])([CH3:14])[CH2:7][C:6]2([CH3:17])[CH3:16])#[CH:2].[CH3:18][O:19][C:20](=[O:29])[CH2:21][C:22]1[CH:27]=[CH:26][C:25](I)=[CH:24][CH:23]=1.C(N(CC)CC)C.C(OCC)(=O)C, predict the reaction product. The product is: [CH3:18][O:19][C:20](=[O:29])[CH2:21][C:22]1[CH:23]=[CH:24][C:25]([C:2]#[C:1][C:3]2[CH:4]=[C:5]3[C:10](=[C:11]([OH:13])[CH:12]=2)[O:9][C:8]([CH3:15])([CH3:14])[CH2:7][C:6]3([CH3:17])[CH3:16])=[CH:26][CH:27]=1. (2) Given the reactants [F:1][C:2]1[CH:7]=[CH:6][C:5]([CH:8]([NH2:10])[CH3:9])=[CH:4][C:3]=1[N+:11]([O-:13])=[O:12].CCN(C(C)C)C(C)C.[C:23](O[C:23]([O:25][C:26]([CH3:29])([CH3:28])[CH3:27])=[O:24])([O:25][C:26]([CH3:29])([CH3:28])[CH3:27])=[O:24].CCOC(C)=O.O, predict the reaction product. The product is: [F:1][C:2]1[CH:7]=[CH:6][C:5]([CH:8]([NH:10][C:23](=[O:24])[O:25][C:26]([CH3:29])([CH3:28])[CH3:27])[CH3:9])=[CH:4][C:3]=1[N+:11]([O-:13])=[O:12]. (3) Given the reactants [O:1]=[S:2]1(=[O:49])[CH2:7][CH2:6][N:5]([CH2:8][CH2:9][NH:10][C@:11]23[CH2:45][CH2:44][C@@H:43]([C:46]([CH3:48])=[CH2:47])[C@@H:12]2[C@@H:13]2[C@@:26]([CH3:29])([CH2:27][CH2:28]3)[C@@:25]3([CH3:30])[C@@H:16]([C@:17]4([CH3:42])[C@@H:22]([CH2:23][CH2:24]3)[C:21]([CH3:32])([CH3:31])[C:20]([C:33]3[CH:41]=[CH:40][C:36]([C:37](Cl)=[O:38])=[CH:35][CH:34]=3)=[CH:19][CH2:18]4)[CH2:15][CH2:14]2)[CH2:4][CH2:3]1.[CH:50]1([S:53]([NH2:56])(=[O:55])=[O:54])[CH2:52][CH2:51]1.CCN(C(C)C)C(C)C, predict the reaction product. The product is: [CH:50]1([S:53]([NH:56][C:37](=[O:38])[C:36]2[CH:35]=[CH:34][C:33]([C:20]3[C:21]([CH3:32])([CH3:31])[C@H:22]4[C@:17]([CH3:42])([CH2:18][CH:19]=3)[C@@H:16]3[C@:25]([CH3:30])([C@@:26]5([CH3:29])[C@H:13]([CH2:14][CH2:15]3)[C@H:12]3[C@H:43]([C:46]([CH3:48])=[CH2:47])[CH2:44][CH2:45][C@:11]3([NH:10][CH2:9][CH2:8][N:5]3[CH2:6][CH2:7][S:2](=[O:1])(=[O:49])[CH2:3][CH2:4]3)[CH2:28][CH2:27]5)[CH2:24][CH2:23]4)=[CH:41][CH:40]=2)(=[O:55])=[O:54])[CH2:52][CH2:51]1. (4) Given the reactants [Cl:1][C:2]1[CH:3]=[CH:4][CH:5]=[C:6]2[C:11]=1[N:10]=[CH:9][C:8](/[C:12](=[N:14]/[S:15]([C:17]([CH3:20])([CH3:19])[CH3:18])=[O:16])/[CH3:13])=[C:7]2[C:21]1[CH:26]=[CH:25][CH:24]=[CH:23][N:22]=1.O.[BH4-].[Na+], predict the reaction product. The product is: [Cl:1][C:2]1[CH:3]=[CH:4][CH:5]=[C:6]2[C:11]=1[N:10]=[CH:9][C:8]([CH:12]([NH:14][S:15]([C:17]([CH3:19])([CH3:20])[CH3:18])=[O:16])[CH3:13])=[C:7]2[C:21]1[CH:26]=[CH:25][CH:24]=[CH:23][N:22]=1. (5) Given the reactants [C:1]([O:8][CH3:9])(=[O:7])/[CH:2]=[CH:3]/[C:4]([OH:6])=[O:5].Cl[CH2:11][C:12]([N:14]1[CH2:19][CH2:18][O:17][CH2:16][CH2:15]1)=[O:13].C(=O)([O-])O.[Cs+], predict the reaction product. The product is: [C:1]([O:8][CH3:9])(=[O:7])/[CH:2]=[CH:3]/[C:4]([O:6][CH2:11][C:12]([N:14]1[CH2:19][CH2:18][O:17][CH2:16][CH2:15]1)=[O:13])=[O:5].